This data is from Forward reaction prediction with 1.9M reactions from USPTO patents (1976-2016). The task is: Predict the product of the given reaction. (1) The product is: [F:44][C:42]1[CH:43]=[C:38]([CH:39]=[C:40]([F:56])[C:41]=1[OH:45])[CH2:37][N:10]([CH2:9][CH2:8][C:6]1[CH:7]=[C:2]([F:1])[CH:3]=[CH:4][C:5]=1[O:18][CH2:19][C:20]1[CH:25]=[CH:24][C:23]([C:26]2[CH:27]=[CH:28][C:29]([C:32]([F:33])([F:34])[F:35])=[CH:30][CH:31]=2)=[CH:22][CH:21]=1)[CH2:11][CH2:12][CH2:13][CH2:14][C:15]([OH:17])=[O:16]. Given the reactants [F:1][C:2]1[CH:3]=[CH:4][C:5]([O:18][CH2:19][C:20]2[CH:25]=[CH:24][C:23]([C:26]3[CH:31]=[CH:30][C:29]([C:32]([F:35])([F:34])[F:33])=[CH:28][CH:27]=3)=[CH:22][CH:21]=2)=[C:6]([CH2:8][CH2:9][NH:10][CH2:11][CH2:12][CH2:13][CH2:14][C:15]([OH:17])=[O:16])[CH:7]=1.Br[CH2:37][C:38]1[CH:39]=[C:40]([F:56])[C:41]([O:45][Si](C(C)C)(C(C)C)C(C)C)=[C:42]([F:44])[CH:43]=1.C(=O)([O-])[O-].[K+].[K+].[I-].[K+], predict the reaction product. (2) The product is: [CH:1]1([CH:6]([C:10]2[CH:15]=[CH:14][C:13]([CH2:16][N:17]3[CH2:25][C:24]4[C:19](=[CH:20][CH:21]=[CH:22][CH:23]=4)[C:18]3=[O:26])=[CH:12][CH:11]=2)[C:7]([NH:33][C:34]2[CH:35]=[C:36]([CH:48]=[CH:49][CH:50]=2)[CH2:37][C:38]2([C:41]([O:43][C:44]([CH3:47])([CH3:45])[CH3:46])=[O:42])[CH2:40][CH2:39]2)=[O:8])[CH2:5][CH2:4][CH2:3][CH2:2]1. Given the reactants [CH:1]1([CH:6]([C:10]2[CH:15]=[CH:14][C:13]([CH2:16][N:17]3[CH2:25][C:24]4[C:19](=[CH:20][CH:21]=[CH:22][CH:23]=4)[C:18]3=[O:26])=[CH:12][CH:11]=2)[C:7](O)=[O:8])[CH2:5][CH2:4][CH2:3][CH2:2]1.N1C=CC=CC=1.[NH2:33][C:34]1[CH:35]=[C:36]([CH:48]=[CH:49][CH:50]=1)[CH2:37][C:38]1([C:41]([O:43][C:44]([CH3:47])([CH3:46])[CH3:45])=[O:42])[CH2:40][CH2:39]1, predict the reaction product.